From a dataset of Forward reaction prediction with 1.9M reactions from USPTO patents (1976-2016). Predict the product of the given reaction. (1) Given the reactants [CH:1]1([CH2:4][CH2:5][O:6][C:7]2[N:15]=[C:14]3[C:10]([N:11]=[C:12]([O:22]C)[N:13]3[CH2:16][CH:17]3[CH2:21][CH2:20][O:19][CH2:18]3)=[C:9]([NH2:24])[N:8]=2)[CH2:3][CH2:2]1.Cl.O.[OH-].[Na+], predict the reaction product. The product is: [NH2:24][C:9]1[N:8]=[C:7]([O:6][CH2:5][CH2:4][CH:1]2[CH2:3][CH2:2]2)[N:15]=[C:14]2[C:10]=1[NH:11][C:12](=[O:22])[N:13]2[CH2:16][CH:17]1[CH2:21][CH2:20][O:19][CH2:18]1. (2) The product is: [CH3:27][N:24]1[CH2:23][CH2:22][N:21]([C:4]2[CH:5]=[C:6]([N:8]3[CH2:17][CH2:16][C:15]4[C:10](=[CH:11][C:12]([C:18]([N:28]5[CH2:32][CH2:31][CH2:30][CH2:29]5)=[O:20])=[CH:13][CH:14]=4)[CH2:9]3)[N:7]=[C:2]([NH2:1])[N:3]=2)[CH2:26][CH2:25]1. Given the reactants [NH2:1][C:2]1[N:7]=[C:6]([N:8]2[CH2:17][CH2:16][C:15]3[C:10](=[CH:11][C:12]([C:18]([OH:20])=O)=[CH:13][CH:14]=3)[CH2:9]2)[CH:5]=[C:4]([N:21]2[CH2:26][CH2:25][N:24]([CH3:27])[CH2:23][CH2:22]2)[N:3]=1.[NH:28]1[CH2:32][CH2:31][CH2:30][CH2:29]1, predict the reaction product. (3) The product is: [CH:49]1([CH2:54][C:55]([N:46]2[CH2:47][CH2:48][N:43]([CH2:42][CH2:41][NH:40][C@:5]34[CH2:36][CH2:35][C@@H:34]([C:37]([CH3:39])=[CH2:38])[C@@H:6]3[C@@H:7]3[C@@:2]([CH3:1])([CH2:3][CH2:4]4)[C@@:19]4([CH3:20])[C@@H:10]([C@:11]5([CH3:33])[C@@H:16]([CH2:17][CH2:18]4)[C:15]([CH3:22])([CH3:21])[C:14]([C:23]4[CH:24]=[CH:25][C:26]([C:27]([OH:29])=[O:28])=[CH:31][CH:32]=4)=[CH:13][CH2:12]5)[CH2:9][CH2:8]3)[CH2:44][CH2:45]2)=[O:57])[CH2:50][CH2:51][CH2:52][CH2:53]1. Given the reactants [CH3:1][C@:2]12[C@@:19]3([CH3:20])[C@@H:10]([C@:11]4([CH3:33])[C@@H:16]([CH2:17][CH2:18]3)[C:15]([CH3:22])([CH3:21])[C:14]([C:23]3[CH:32]=[CH:31][C:26]([C:27]([O:29]C)=[O:28])=[CH:25][CH:24]=3)=[CH:13][CH2:12]4)[CH2:9][CH2:8][C@@H:7]1[C@H:6]1[C@H:34]([C:37]([CH3:39])=[CH2:38])[CH2:35][CH2:36][C@:5]1([NH:40][CH2:41][CH2:42][N:43]1[CH2:48][CH2:47][NH:46][CH2:45][CH2:44]1)[CH2:4][CH2:3]2.[CH:49]1([CH2:54][C:55]([OH:57])=O)[CH2:53][CH2:52][CH2:51][CH2:50]1, predict the reaction product. (4) Given the reactants [C:1](=O)([O-:3])N.C1N=C(Cl)C2N=CN([C@@H:15]3[O:19][C@H:18]([CH2:20]O)[C@@H:17](O)[C@H]3O)C=2N=1.N[C@H]1CCCO1, predict the reaction product. The product is: [CH2-:17][C:18]([CH3:20])=[O:19].[CH3:1][O:3][C:18]([O:19][CH3:15])([CH3:17])[CH3:20].